Task: Regression. Given a peptide amino acid sequence and an MHC pseudo amino acid sequence, predict their binding affinity value. This is MHC class I binding data.. Dataset: Peptide-MHC class I binding affinity with 185,985 pairs from IEDB/IMGT (1) The peptide sequence is VYIGDPAQL. The binding affinity (normalized) is 0.568. The MHC is HLA-A24:02 with pseudo-sequence HLA-A24:02. (2) The MHC is HLA-B54:01 with pseudo-sequence HLA-B54:01. The peptide sequence is KPESRPFDLI. The binding affinity (normalized) is 0.0921. (3) The peptide sequence is MRIPVERTL. The MHC is HLA-A31:01 with pseudo-sequence HLA-A31:01. The binding affinity (normalized) is 0.0847. (4) The peptide sequence is YIMKLHHLV. The MHC is HLA-A02:12 with pseudo-sequence HLA-A02:12. The binding affinity (normalized) is 0.936. (5) The peptide sequence is LTPEKGWLSTY. The MHC is Mamu-A02 with pseudo-sequence Mamu-A02. The binding affinity (normalized) is 0.570.